From a dataset of NCI-60 drug combinations with 297,098 pairs across 59 cell lines. Regression. Given two drug SMILES strings and cell line genomic features, predict the synergy score measuring deviation from expected non-interaction effect. Drug 1: CC1=C2C(C(=O)C3(C(CC4C(C3C(C(C2(C)C)(CC1OC(=O)C(C(C5=CC=CC=C5)NC(=O)OC(C)(C)C)O)O)OC(=O)C6=CC=CC=C6)(CO4)OC(=O)C)OC)C)OC. Drug 2: C1=CC(=CC=C1CCCC(=O)O)N(CCCl)CCCl. Cell line: SK-MEL-5. Synergy scores: CSS=38.6, Synergy_ZIP=-13.7, Synergy_Bliss=-12.3, Synergy_Loewe=-8.67, Synergy_HSA=-6.60.